Dataset: Peptide-MHC class I binding affinity with 185,985 pairs from IEDB/IMGT. Task: Regression. Given a peptide amino acid sequence and an MHC pseudo amino acid sequence, predict their binding affinity value. This is MHC class I binding data. (1) The binding affinity (normalized) is 0. The MHC is HLA-A33:01 with pseudo-sequence HLA-A33:01. The peptide sequence is MFTNRSGSQ. (2) The peptide sequence is KTAVQMAVF. The MHC is HLA-B44:02 with pseudo-sequence HLA-B44:02. The binding affinity (normalized) is 0.